Dataset: Forward reaction prediction with 1.9M reactions from USPTO patents (1976-2016). Task: Predict the product of the given reaction. (1) Given the reactants [C:1]1([C:7](=[N:17][O:18][CH2:19][CH2:20][CH2:21][NH:22]C(=O)OC(C)(C)C)[C:8]2[NH:16][C:11]3=[CH:12][N:13]=[CH:14][CH:15]=[C:10]3[CH:9]=2)[CH:6]=[CH:5][CH:4]=[CH:3][CH:2]=1.FC(F)(F)C(O)=O.C(Cl)[Cl:38], predict the reaction product. The product is: [ClH:38].[NH2:22][CH2:21][CH2:20][CH2:19][O:18][N:17]=[C:7]([C:1]1[CH:6]=[CH:5][CH:4]=[CH:3][CH:2]=1)[C:8]1[NH:16][C:11]2=[CH:12][N:13]=[CH:14][CH:15]=[C:10]2[CH:9]=1. (2) Given the reactants Cl[C:2]1[CH:3]=[C:4]([CH:23]=[CH:24][C:25]=1[Cl:26])[O:5][CH:6]1[CH2:11][CH2:10][N:9]([S:12]([C:15]2[C:16]([CH3:22])=[N:17][N:18]([CH3:21])[C:19]=2[CH3:20])(=[O:14])=[O:13])[CH2:8][CH2:7]1.CN1C(C)=C(S(Cl)(=O)=O)C(C)=N1.Cl.ClC1C=CC(OC2CCNCC2)=CC=1, predict the reaction product. The product is: [Cl:26][C:25]1[CH:24]=[CH:23][C:4]([O:5][CH:6]2[CH2:11][CH2:10][N:9]([S:12]([C:15]3[C:16]([CH3:22])=[N:17][N:18]([CH3:21])[C:19]=3[CH3:20])(=[O:13])=[O:14])[CH2:8][CH2:7]2)=[CH:3][CH:2]=1. (3) Given the reactants Br[C:2]1[CH:3]=[CH:4][C:5]2[CH:9]=[C:8]([C:10]([O:12][CH3:13])=[O:11])[S:7][C:6]=2[CH:14]=1.[C:15]1(B(O)O)[CH:20]=[CH:19][CH:18]=[CH:17][CH:16]=1.[Cl-].[Li+].C(=O)([O-])[O-].[Na+].[Na+], predict the reaction product. The product is: [C:15]1([C:2]2[CH:3]=[CH:4][C:5]3[CH:9]=[C:8]([C:10]([O:12][CH3:13])=[O:11])[S:7][C:6]=3[CH:14]=2)[CH:20]=[CH:19][CH:18]=[CH:17][CH:16]=1. (4) Given the reactants C(OC(=O)[NH:7][C:8]1[CH:13]=[CH:12][C:11]([CH2:14][CH2:15][C:16]2[N:17]=[C:18]([NH:34][C:35](=[O:37])[CH3:36])[S:19][C:20]=2[C:21]([NH:23][CH2:24][C:25]2[CH:30]=[CH:29][C:28]([N+:31]([O-:33])=[O:32])=[CH:27][CH:26]=2)=[O:22])=[CH:10][CH:9]=1)(C)(C)C.C(O)(C(F)(F)F)=O, predict the reaction product. The product is: [C:35]([NH:34][C:18]1[S:19][C:20]([C:21]([NH:23][CH2:24][C:25]2[CH:26]=[CH:27][C:28]([N+:31]([O-:33])=[O:32])=[CH:29][CH:30]=2)=[O:22])=[C:16]([CH2:15][CH2:14][C:11]2[CH:10]=[CH:9][C:8]([NH2:7])=[CH:13][CH:12]=2)[N:17]=1)(=[O:37])[CH3:36]. (5) Given the reactants C1(CCN2C3C(=CC=CC=3)C(O)(C3C(O)=CC4OCOC=4C=3)C2=O)CC1.[CH2:27]([O:29][C:30](=[O:54])[CH2:31][N:32]1[C:40]2[C:35](=[C:36]([Br:41])[CH:37]=[CH:38][CH:39]=2)[C:34](O)([C:42]2[C:43]([OH:51])=[CH:44][C:45]3[O:49][CH2:48][CH2:47][C:46]=3[CH:50]=2)[C:33]1=[O:53])[CH3:28], predict the reaction product. The product is: [CH2:27]([O:29][C:30](=[O:54])[CH2:31][N:32]1[C:40]2[C:35](=[C:36]([Br:41])[CH:37]=[CH:38][CH:39]=2)[CH:34]([C:42]2[C:43]([OH:51])=[CH:44][C:45]3[O:49][CH2:48][CH2:47][C:46]=3[CH:50]=2)[C:33]1=[O:53])[CH3:28]. (6) Given the reactants [CH3:1][O:2][C:3]1[CH:11]=[C:10]2[C:6]([CH:7]=[N:8][NH:9]2)=[CH:5][C:4]=1[NH:12][C:13]1[C:14]2[C:21]3[CH2:22][CH2:23][CH:24]([C:26]([OH:28])=O)[CH2:25][C:20]=3[S:19][C:15]=2[N:16]=[CH:17][N:18]=1.[CH3:29][NH:30][CH2:31][CH2:32][OH:33], predict the reaction product. The product is: [OH:33][CH2:32][CH2:31][N:30]([CH3:29])[C:26]([CH:24]1[CH2:23][CH2:22][C:21]2[C:14]3[C:13]([NH:12][C:4]4[CH:5]=[C:6]5[C:10](=[CH:11][C:3]=4[O:2][CH3:1])[NH:9][N:8]=[CH:7]5)=[N:18][CH:17]=[N:16][C:15]=3[S:19][C:20]=2[CH2:25]1)=[O:28]. (7) Given the reactants [F:1][C:2]([F:38])([F:37])[C:3]1[CH:36]=[CH:35][C:6]([O:7][C:8]2[N:12]([CH2:13][C:14](O)=[O:15])[N:11]=[C:10]([C:17]3[CH:22]=[CH:21][CH:20]=[C:19]([C:23]4([NH:27][C:28]([O:30][C:31]([CH3:34])([CH3:33])[CH3:32])=[O:29])[CH2:26][O:25][CH2:24]4)[CH:18]=3)[CH:9]=2)=[CH:5][CH:4]=1.Cl.[CH3:40][NH:41][CH3:42].C(Cl)CCl.C1C=CC2N(O)N=NC=2C=1.C(N(C(C)C)CC)(C)C, predict the reaction product. The product is: [F:38][C:2]([F:1])([F:37])[C:3]1[CH:36]=[CH:35][C:6]([O:7][C:8]2[N:12]([CH2:13][C:14]([N:41]([CH3:42])[CH3:40])=[O:15])[N:11]=[C:10]([C:17]3[CH:18]=[C:19]([C:23]4([NH:27][C:28](=[O:29])[O:30][C:31]([CH3:32])([CH3:33])[CH3:34])[CH2:24][O:25][CH2:26]4)[CH:20]=[CH:21][CH:22]=3)[CH:9]=2)=[CH:5][CH:4]=1. (8) The product is: [OH:1][CH2:2][CH2:3][N:4]([CH3:18])[S:5]([C:8]1[S:12][C:11]([NH2:13])=[N:10][C:9]=1[CH3:17])(=[O:6])=[O:7]. Given the reactants [OH:1][CH2:2][CH2:3][N:4]([CH3:18])[S:5]([C:8]1[S:12][C:11]([NH:13]C(=O)C)=[N:10][C:9]=1[CH3:17])(=[O:7])=[O:6], predict the reaction product.